Dataset: Full USPTO retrosynthesis dataset with 1.9M reactions from patents (1976-2016). Task: Predict the reactants needed to synthesize the given product. The reactants are: [CH3:1][CH:2]1[CH2:6][CH:5]([C:7]([O:9]C)=O)[C:4](=O)[CH2:3]1.S(O)(O)(=O)=O.[CH3:17][S:18][C:19](=[NH:21])[NH2:20].[OH-].[K+]. Given the product [CH3:1][CH:2]1[CH2:3][C:4]2[N:20]=[C:19]([S:18][CH3:17])[NH:21][C:7](=[O:9])[C:5]=2[CH2:6]1, predict the reactants needed to synthesize it.